Task: Predict the product of the given reaction.. Dataset: Forward reaction prediction with 1.9M reactions from USPTO patents (1976-2016) Given the reactants C(OC(=O)[NH:7][CH2:8][CH2:9][N:10]([CH2:23][CH2:24][CH:25]([C:32]1[CH:37]=[CH:36][CH:35]=[CH:34][CH:33]=1)[C:26]1[CH:31]=[CH:30][CH:29]=[CH:28][CH:27]=1)[C:11]([NH:13][C:14]1[S:15][C:16]2[CH:22]=[CH:21][CH:20]=[CH:19][C:17]=2[N:18]=1)=[O:12])(C)(C)C.Cl, predict the reaction product. The product is: [NH2:7][CH2:8][CH2:9][N:10]([CH2:23][CH2:24][CH:25]([C:32]1[CH:33]=[CH:34][CH:35]=[CH:36][CH:37]=1)[C:26]1[CH:27]=[CH:28][CH:29]=[CH:30][CH:31]=1)[C:11]([NH:13][C:14]1[S:15][C:16]2[CH:22]=[CH:21][CH:20]=[CH:19][C:17]=2[N:18]=1)=[O:12].